Dataset: NCI-60 drug combinations with 297,098 pairs across 59 cell lines. Task: Regression. Given two drug SMILES strings and cell line genomic features, predict the synergy score measuring deviation from expected non-interaction effect. (1) Drug 1: C(=O)(N)NO. Drug 2: CS(=O)(=O)OCCCCOS(=O)(=O)C. Cell line: HS 578T. Synergy scores: CSS=11.5, Synergy_ZIP=-1.09, Synergy_Bliss=2.21, Synergy_Loewe=3.94, Synergy_HSA=3.57. (2) Drug 1: CCN(CC)CCNC(=O)C1=C(NC(=C1C)C=C2C3=C(C=CC(=C3)F)NC2=O)C. Drug 2: C1CN(P(=O)(OC1)NCCCl)CCCl. Cell line: UACC-257. Synergy scores: CSS=1.11, Synergy_ZIP=-1.83, Synergy_Bliss=-2.75, Synergy_Loewe=-0.399, Synergy_HSA=-2.07. (3) Drug 1: C1=CN(C(=O)N=C1N)C2C(C(C(O2)CO)O)O.Cl. Drug 2: CCN(CC)CCNC(=O)C1=C(NC(=C1C)C=C2C3=C(C=CC(=C3)F)NC2=O)C. Cell line: MDA-MB-231. Synergy scores: CSS=20.1, Synergy_ZIP=-1.52, Synergy_Bliss=-1.71, Synergy_Loewe=-0.959, Synergy_HSA=0.871. (4) Drug 1: CC=C1C(=O)NC(C(=O)OC2CC(=O)NC(C(=O)NC(CSSCCC=C2)C(=O)N1)C(C)C)C(C)C. Drug 2: C1=NC(=NC(=O)N1C2C(C(C(O2)CO)O)O)N. Cell line: U251. Synergy scores: CSS=50.3, Synergy_ZIP=-3.95, Synergy_Bliss=-3.32, Synergy_Loewe=-10.6, Synergy_HSA=-2.57. (5) Drug 1: CN(CC1=CN=C2C(=N1)C(=NC(=N2)N)N)C3=CC=C(C=C3)C(=O)NC(CCC(=O)O)C(=O)O. Drug 2: CCN(CC)CCCC(C)NC1=C2C=C(C=CC2=NC3=C1C=CC(=C3)Cl)OC. Cell line: SF-268. Synergy scores: CSS=40.2, Synergy_ZIP=-0.739, Synergy_Bliss=2.49, Synergy_Loewe=-1.42, Synergy_HSA=1.81. (6) Drug 1: CN1C2=C(C=C(C=C2)N(CCCl)CCCl)N=C1CCCC(=O)O.Cl. Drug 2: CCCCCOC(=O)NC1=NC(=O)N(C=C1F)C2C(C(C(O2)C)O)O. Cell line: KM12. Synergy scores: CSS=-1.69, Synergy_ZIP=3.70, Synergy_Bliss=4.20, Synergy_Loewe=-2.10, Synergy_HSA=-1.21. (7) Drug 1: C1=NC(=NC(=O)N1C2C(C(C(O2)CO)O)O)N. Drug 2: C1CC(=O)NC(=O)C1N2C(=O)C3=CC=CC=C3C2=O. Cell line: HS 578T. Synergy scores: CSS=16.0, Synergy_ZIP=-3.50, Synergy_Bliss=1.56, Synergy_Loewe=-7.22, Synergy_HSA=-0.503. (8) Drug 1: CCCCCOC(=O)NC1=NC(=O)N(C=C1F)C2C(C(C(O2)C)O)O. Drug 2: CC1=C(C(=CC=C1)Cl)NC(=O)C2=CN=C(S2)NC3=CC(=NC(=N3)C)N4CCN(CC4)CCO. Cell line: K-562. Synergy scores: CSS=73.1, Synergy_ZIP=13.5, Synergy_Bliss=14.9, Synergy_Loewe=-15.1, Synergy_HSA=14.2.